From a dataset of Catalyst prediction with 721,799 reactions and 888 catalyst types from USPTO. Predict which catalyst facilitates the given reaction. (1) The catalyst class is: 10. Product: [C:17]([C:10]1[C:11]2[C:16](=[CH:15][CH:14]=[CH:13][CH:12]=2)[C:7]([N:1]2[CH2:6][CH2:5][CH2:4][CH2:3][N:2]2[C:19]#[N:22])=[CH:8][CH:9]=1)#[N:18]. Reactant: [N:1]1([C:7]2[C:16]3[C:11](=[CH:12][CH:13]=[CH:14][CH:15]=3)[C:10]([C:17]#[N:18])=[CH:9][CH:8]=2)[CH2:6][CH2:5][CH2:4][CH2:3][NH:2]1.[CH:19]([N:22](C(C)C)CC)(C)C.N#CBr. (2) Reactant: O.[N+:2]([C:5]1[CH:10]=[CH:9][C:8]([N:11]2[CH2:16][CH2:15][CH2:14][CH2:13][C:12]2=[O:17])=[C:7]([CH3:18])[CH:6]=1)([O-])=O. Product: [NH2:2][C:5]1[CH:10]=[CH:9][C:8]([N:11]2[CH2:16][CH2:15][CH2:14][CH2:13][C:12]2=[O:17])=[C:7]([CH3:18])[CH:6]=1. The catalyst class is: 5. (3) Reactant: [C:1]1([N:11]2[C:15]([S:16][CH2:17][C:18]([O:20]CC)=[O:19])=[C:14]([Si:23]([CH3:26])([CH3:25])[CH3:24])[N:13]=[N:12]2)[C:10]2[C:5](=[CH:6][CH:7]=[CH:8][CH:9]=2)[CH:4]=[CH:3][CH:2]=1.[OH-].[Na+]. Product: [C:1]1([N:11]2[C:15]([S:16][CH2:17][C:18]([OH:20])=[O:19])=[C:14]([Si:23]([CH3:26])([CH3:25])[CH3:24])[N:13]=[N:12]2)[C:10]2[C:5](=[CH:6][CH:7]=[CH:8][CH:9]=2)[CH:4]=[CH:3][CH:2]=1. The catalyst class is: 5.